From a dataset of Full USPTO retrosynthesis dataset with 1.9M reactions from patents (1976-2016). Predict the reactants needed to synthesize the given product. (1) Given the product [CH2:24]([O:12][C:11](=[O:13])[C:10](=[O:14])[CH2:9][C:8]([C:4]1[CH:5]=[CH:6][CH:7]=[C:2]([Cl:1])[C:3]=1[O:17][CH3:18])([CH3:16])[CH3:15])[CH3:25], predict the reactants needed to synthesize it. The reactants are: [Cl:1][C:2]1[C:3]([O:17][CH3:18])=[C:4]([C:8]([CH3:16])([CH3:15])[CH2:9][C:10](=[O:14])[C:11]([OH:13])=[O:12])[CH:5]=[CH:6][CH:7]=1.S(=O)(=O)(O)O.[CH2:24](O)[CH3:25]. (2) Given the product [S:22]1[C:26]2[CH:27]=[CH:28][CH:29]=[CH:30][C:25]=2[N:24]=[C:23]1[C:2]1[C:11]([N:12]2[CH2:16][CH2:15][CH2:14][C@@H:13]2[CH3:17])=[N:10][C:9]2[C:4](=[CH:5][CH:6]=[C:7]([C:18]([O:20][CH3:21])=[O:19])[CH:8]=2)[N:3]=1, predict the reactants needed to synthesize it. The reactants are: Cl[C:2]1[C:11]([N:12]2[CH2:16][CH2:15][CH2:14][C@@H:13]2[CH3:17])=[N:10][C:9]2[C:4](=[CH:5][CH:6]=[C:7]([C:18]([O:20][CH3:21])=[O:19])[CH:8]=2)[N:3]=1.[S:22]1[C:26]2[CH:27]=[CH:28][CH:29]=[CH:30][C:25]=2[N:24]=[CH:23]1.C([O-])(=O)C.[K+]. (3) Given the product [OH:1][C:2]1[CH:3]=[C:4]([CH:5]=[C:6]([NH:8][C:9]2[NH:20][CH2:17][CH2:19][CH2:22][N:12]=2)[CH:7]=1)[C:13]([OH:15])=[O:14], predict the reactants needed to synthesize it. The reactants are: [OH:1][C:2]1[CH:3]=[C:4]([C:13]([OH:15])=[O:14])[CH:5]=[C:6]([NH:8][C:9](=[NH:12])SC)[CH:7]=1.N[C:17]([NH2:20])([CH3:19])C.Cl.[CH3:22]N(C=O)C. (4) Given the product [N:1]1([CH:6]([C:9]2[N:14]=[CH:13][C:12]([C:15]3[CH:25]=[CH:24][C:18]([C:19]([OH:21])=[O:20])=[CH:17][CH:16]=3)=[CH:11][CH:10]=2)[CH2:7][CH3:8])[CH:5]=[CH:4][N:3]=[CH:2]1, predict the reactants needed to synthesize it. The reactants are: [N:1]1([CH:6]([C:9]2[N:14]=[CH:13][C:12]([C:15]3[CH:25]=[CH:24][C:18]([C:19]([O:21]CC)=[O:20])=[CH:17][CH:16]=3)=[CH:11][CH:10]=2)[CH2:7][CH3:8])[CH:5]=[CH:4][N:3]=[CH:2]1.[Li+].[OH-].Cl. (5) The reactants are: [CH2:1]([O:8][C:9]1[CH:10]=[C:11]([CH:14]=[CH:15][C:16]=1[O:17][CH2:18][CH3:19])[CH2:12]O)[C:2]1[CH:7]=[CH:6][CH:5]=[CH:4][CH:3]=1.CC(C)(O)[C:22]#[N:23].C1(P(C2C=CC=CC=2)C2C=CC=CC=2)C=CC=CC=1.N(C(OCC)=O)=NC(OCC)=O. Given the product [CH2:1]([O:8][C:9]1[CH:10]=[C:11]([CH2:12][C:22]#[N:23])[CH:14]=[CH:15][C:16]=1[O:17][CH2:18][CH3:19])[C:2]1[CH:7]=[CH:6][CH:5]=[CH:4][CH:3]=1, predict the reactants needed to synthesize it. (6) Given the product [C:13]([C:17]1[CH:18]=[CH:19][C:20]([O:23][CH2:25][CH2:26][N:27]2[C:28](=[O:37])[C:29]3[C:30](=[CH:33][CH:34]=[CH:35][CH:36]=3)[C:31]2=[O:32])=[CH:21][CH:22]=1)([CH3:16])([CH3:14])[CH3:15], predict the reactants needed to synthesize it. The reactants are: N(C(OCC)=O)=NC(OCC)=O.[C:13]([C:17]1[CH:22]=[CH:21][C:20]([OH:23])=[CH:19][CH:18]=1)([CH3:16])([CH3:15])[CH3:14].O[CH2:25][CH2:26][N:27]1[C:31](=[O:32])[C:30]2=[CH:33][CH:34]=[CH:35][CH:36]=[C:29]2[C:28]1=[O:37].C1(P(C2C=CC=CC=2)C2C=CC=CC=2)C=CC=CC=1. (7) Given the product [N+:8]([C:5]1[CH:6]=[CH:7][C:2]([N:18]2[CH2:19][CH2:20][N:15]3[C@@H:16]([CH2:11][O:12][CH2:13][CH2:14]3)[CH2:17]2)=[CH:3][CH:4]=1)([O-:10])=[O:9], predict the reactants needed to synthesize it. The reactants are: F[C:2]1[CH:7]=[CH:6][C:5]([N+:8]([O-:10])=[O:9])=[CH:4][CH:3]=1.[CH2:11]1[C@H:16]2[CH2:17][NH:18][CH2:19][CH2:20][N:15]2[CH2:14][CH2:13][O:12]1.O.